This data is from Reaction yield outcomes from USPTO patents with 853,638 reactions. The task is: Predict the reaction yield, written as a fraction of the theoretical maximum amount of product (1.0 means a 100% yield; for example, 0.34 means a 34% yield). (1) The reactants are CON(C)[C:4]([C:6]1[CH:7]=[N:8][N:9]2[C:14]([CH3:16])([CH3:15])[CH2:13][CH:12]([C:17]3[CH:22]=[CH:21][CH:20]=[CH:19][CH:18]=3)[N:11]([CH2:23][C:24]3[CH:29]=[CH:28][CH:27]=[CH:26][CH:25]=3)[C:10]=12)=[O:5].[CH3:31][C:32]1[CH:40]=[CH:39][C:35]([CH2:36][Mg]Cl)=[CH:34][CH:33]=1. The catalyst is C1COCC1. The product is [CH2:23]([N:11]1[CH:12]([C:17]2[CH:18]=[CH:19][CH:20]=[CH:21][CH:22]=2)[CH2:13][C:14]([CH3:16])([CH3:15])[N:9]2[N:8]=[CH:7][C:6]([C:4](=[O:5])[CH2:31][C:32]3[CH:40]=[CH:39][C:35]([CH3:36])=[CH:34][CH:33]=3)=[C:10]12)[C:24]1[CH:29]=[CH:28][CH:27]=[CH:26][CH:25]=1. The yield is 0.890. (2) The reactants are C(=O)(OC)[O:2][C:3]1[CH:8]=[C:7]([N+:9]([O-:11])=[O:10])[C:6](Br)=[CH:5][C:4]=1[CH:13]1[CH2:17][CH2:16][CH2:15][CH2:14]1.F[C:22](F)(F)[B].[K].C(=O)([O-])[O-].[Cs+].[Cs+].O1CCCC1. The catalyst is C1C=CC(P(C2C=CC=CC=2)[C-]2C=CC=C2)=CC=1.C1C=CC(P(C2C=CC=CC=2)[C-]2C=CC=C2)=CC=1.Cl[Pd]Cl.[Fe+2].O. The product is [CH:13]1([C:4]2[CH:5]=[C:6]([CH3:22])[C:7]([N+:9]([O-:11])=[O:10])=[CH:8][C:3]=2[OH:2])[CH2:17][CH2:16][CH2:15][CH2:14]1. The yield is 0.520. (3) The reactants are [F:1][C:2]1[CH:7]=[C:6]([O:8]C)[C:5]([F:10])=[CH:4][C:3]=1[C:11]1[C:19]2[C:14](=[N:15][CH:16]=[N:17][C:18]=2[NH2:20])[N:13]([CH:21]([CH3:23])[CH3:22])[N:12]=1.B(Br)(Br)Br. The catalyst is C(Cl)Cl. The product is [NH2:20][C:18]1[N:17]=[CH:16][N:15]=[C:14]2[N:13]([CH:21]([CH3:23])[CH3:22])[N:12]=[C:11]([C:3]3[C:2]([F:1])=[CH:7][C:6]([OH:8])=[C:5]([F:10])[CH:4]=3)[C:19]=12. The yield is 0.350. (4) The reactants are [F:1][C:2]1[CH:3]=[C:4]([NH:9][C:10]([C:12]2[C:13](=[O:25])[N:14]([C:19]3[CH:24]=[CH:23][CH:22]=[CH:21][CH:20]=3)[N:15]([CH3:18])[C:16]=2[CH3:17])=[O:11])[CH:5]=[CH:6][C:7]=1[OH:8].Cl[C:27]1[CH:32]=[CH:31][N:30]=[C:29]([C:33]([NH2:35])=[O:34])[CH:28]=1.[H-].[Na+]. The catalyst is CS(C)=O.O. The product is [CH3:18][N:15]1[C:16]([CH3:17])=[C:12]([C:10]([NH:9][C:4]2[CH:5]=[CH:6][C:7]([O:8][C:27]3[CH:32]=[CH:31][N:30]=[C:29]([C:33]([NH2:35])=[O:34])[CH:28]=3)=[C:2]([F:1])[CH:3]=2)=[O:11])[C:13](=[O:25])[N:14]1[C:19]1[CH:20]=[CH:21][CH:22]=[CH:23][CH:24]=1. The yield is 0.290. (5) The reactants are [S:1]1[CH:5]=[CH:4][C:3]([CH2:6][C:7]([OH:9])=O)=[CH:2]1.[C:10](N1C=CN=C1)([N:12]1[CH:16]=[CH:15][N:14]=[CH:13]1)=O.CNCCNC. The catalyst is C1COCC1. The product is [CH3:10][N:12]([CH3:13])[CH2:16][CH2:15][NH:14][C:7](=[O:9])[CH2:6][C:3]1[CH:4]=[CH:5][S:1][CH:2]=1. The yield is 0.670.